Dataset: Full USPTO retrosynthesis dataset with 1.9M reactions from patents (1976-2016). Task: Predict the reactants needed to synthesize the given product. Given the product [NH2:30][C:29]1[C:14]([C:8]([OH:7])([CH3:4])[CH3:1])=[C:15]([Cl:31])[C:16]2[O:20][C:19]([C:21]3[CH:22]=[CH:23][C:24]([CH3:27])=[CH:25][CH:26]=3)=[N:18][C:17]=2[CH:28]=1, predict the reactants needed to synthesize it. The reactants are: [CH3:1][Mg]Cl.[CH2:4]1[CH2:8][O:7]CC1.C(OC([C:14]1[C:29]([NH2:30])=[CH:28][C:17]2[N:18]=[C:19]([C:21]3[CH:26]=[CH:25][C:24]([CH3:27])=[CH:23][CH:22]=3)[O:20][C:16]=2[C:15]=1[Cl:31])=O)C.[NH4+].[Cl-].